This data is from Forward reaction prediction with 1.9M reactions from USPTO patents (1976-2016). The task is: Predict the product of the given reaction. (1) Given the reactants C(OC([N:6]=[S:7]([C:10]1[CH:15]=[CH:14][CH:13]=[C:12]([NH:16][C:17]2[N:22]=[C:21]([O:23][CH3:24])[C:20]([Br:25])=[CH:19][N:18]=2)[CH:11]=1)([CH3:9])=[O:8])=O)C.C(OC1C=CN=CN=1)C, predict the reaction product. The product is: [Br:25][C:20]1[C:21]([O:23][CH3:24])=[N:22][C:17]([NH:16][C:12]2[CH:11]=[C:10]([S:7]([CH3:9])(=[NH:6])=[O:8])[CH:15]=[CH:14][CH:13]=2)=[N:18][CH:19]=1. (2) The product is: [CH3:8][C:9]1([CH3:35])[CH2:18][C:17]2[C:12](=[CH:13][CH:14]=[C:15]([C:19]([NH:7][S:4]([CH3:3])(=[O:6])=[O:5])=[O:20])[CH:16]=2)[NH:11][CH:10]1[C:22]1[CH:27]=[CH:26][CH:25]=[C:24]([N:28]2[CH2:33][CH2:32][N:31]([CH3:34])[CH2:30][CH2:29]2)[CH:23]=1. Given the reactants [H-].[Na+].[CH3:3][S:4]([NH2:7])(=[O:6])=[O:5].[CH3:8][C:9]1([CH3:35])[CH2:18][C:17]2[C:12](=[CH:13][CH:14]=[C:15]([C:19](O)=[O:20])[CH:16]=2)[NH:11][CH:10]1[C:22]1[CH:27]=[CH:26][CH:25]=[C:24]([N:28]2[CH2:33][CH2:32][N:31]([CH3:34])[CH2:30][CH2:29]2)[CH:23]=1.C(N1C=CN=C1)(N1C=CN=C1)=O, predict the reaction product. (3) Given the reactants [CH2:1]([O:8][C:9]1[CH:14]=[CH:13][C:12]([S:15](Cl)(=O)=O)=[CH:11][CH:10]=1)[C:2]1[CH:7]=[CH:6][CH:5]=[CH:4][CH:3]=1.S(=O)(=O)(O)O, predict the reaction product. The product is: [CH2:1]([O:8][C:9]1[CH:10]=[CH:11][C:12]([SH:15])=[CH:13][CH:14]=1)[C:2]1[CH:3]=[CH:4][CH:5]=[CH:6][CH:7]=1. (4) Given the reactants C(OC(=O)C)(=O)C.[C:8]1([S:14]([NH:17][C:18]2[CH:23]=[C:22]([C:24]([NH:26]O)=[NH:25])[CH:21]=[CH:20][N:19]=2)(=[O:16])=[O:15])[CH:13]=[CH:12][CH:11]=[CH:10][CH:9]=1.[ClH:28], predict the reaction product. The product is: [ClH:28].[ClH:28].[C:8]1([S:14]([NH:17][C:18]2[CH:23]=[C:22]([C:24]([NH2:26])=[NH:25])[CH:21]=[CH:20][N:19]=2)(=[O:15])=[O:16])[CH:9]=[CH:10][CH:11]=[CH:12][CH:13]=1. (5) Given the reactants [Cl:1][C:2]1[CH:7]=[CH:6][CH:5]=[CH:4][C:3]=1[S:8]([N:11]1[CH2:32][CH2:31][C:14]2([C:18](=[O:19])[N:17]([C:20]3[CH:25]=[CH:24][C:23]([O:26][C:27]([F:30])([F:29])[F:28])=[CH:22][CH:21]=3)[CH2:16][CH2:15]2)[C:13](=[O:33])[CH2:12]1)(=[O:10])=[O:9].[BH4-].[Na+], predict the reaction product. The product is: [Cl:1][C:2]1[CH:7]=[CH:6][CH:5]=[CH:4][C:3]=1[S:8]([N:11]1[CH2:32][CH2:31][C:14]2([C:18](=[O:19])[N:17]([C:20]3[CH:21]=[CH:22][C:23]([O:26][C:27]([F:29])([F:30])[F:28])=[CH:24][CH:25]=3)[CH2:16][CH2:15]2)[CH:13]([OH:33])[CH2:12]1)(=[O:9])=[O:10].